This data is from Reaction yield outcomes from USPTO patents with 853,638 reactions. The task is: Predict the reaction yield, written as a fraction of the theoretical maximum amount of product (1.0 means a 100% yield; for example, 0.34 means a 34% yield). (1) The reactants are [ClH:1].[C:2]([C:4]([C:13]#[N:14])=[C:5]([O:11][CH3:12])[CH:6]=[CH:7][N:8](C)C)#N. The catalyst is CO. The product is [Cl:1][C:2]1[C:4]([C:13]#[N:14])=[C:5]([O:11][CH3:12])[CH:6]=[CH:7][N:8]=1. The yield is 0.890. (2) The reactants are [CH2:1]([C:8]1[C:9](Cl)=[N:10][C:11]2[C:16]([CH:17]=1)=[CH:15][C:14]([Br:18])=[CH:13][CH:12]=2)[C:2]1[CH:7]=[CH:6][CH:5]=[CH:4][CH:3]=1.[CH3:20][O-:21].[Na+]. The catalyst is CO. The product is [CH2:1]([C:8]1[C:9]([O:21][CH3:20])=[N:10][C:11]2[C:16]([CH:17]=1)=[CH:15][C:14]([Br:18])=[CH:13][CH:12]=2)[C:2]1[CH:7]=[CH:6][CH:5]=[CH:4][CH:3]=1. The yield is 0.890.